Dataset: Retrosynthesis with 50K atom-mapped reactions and 10 reaction types from USPTO. Task: Predict the reactants needed to synthesize the given product. Given the product CN(C)C(=O)NCc1ccc(Nc2n[nH]c3ncnc(Nc4cccc(Cl)c4)c23)cc1, predict the reactants needed to synthesize it. The reactants are: CN(C)C(=O)Cl.NCc1ccc(Nc2n[nH]c3ncnc(Nc4cccc(Cl)c4)c23)cc1.